Dataset: Catalyst prediction with 721,799 reactions and 888 catalyst types from USPTO. Task: Predict which catalyst facilitates the given reaction. Reactant: C(N(CC)CC)C.[CH3:8][S:9](Cl)(=[O:11])=[O:10].[CH3:13][O:14][C:15]1[N:20]=[CH:19][C:18]([N:21]2[C:25]([C:26]3[CH:31]=[CH:30][CH:29]=[CH:28][N:27]=3)=[CH:24][C:23]([C:32]([N:34]3[CH2:38][CH2:37][CH2:36][NH:35]3)=[O:33])=[N:22]2)=[CH:17][CH:16]=1.O. Product: [CH3:13][O:14][C:15]1[N:20]=[CH:19][C:18]([N:21]2[C:25]([C:26]3[CH:31]=[CH:30][CH:29]=[CH:28][N:27]=3)=[CH:24][C:23]([C:32]([N:34]3[CH2:38][CH2:37][CH2:36][N:35]3[S:9]([CH3:8])(=[O:11])=[O:10])=[O:33])=[N:22]2)=[CH:17][CH:16]=1. The catalyst class is: 526.